From a dataset of Forward reaction prediction with 1.9M reactions from USPTO patents (1976-2016). Predict the product of the given reaction. Given the reactants [Cl:1][C:2]1[N:7]=[C:6](Cl)[CH:5]=[CH:4][N:3]=1.[CH3:9][N:10]1[C:18]2[C:13](=[CH:14][CH:15]=[CH:16][CH:17]=2)[CH:12]=[CH:11]1, predict the reaction product. The product is: [Cl:1][C:2]1[N:7]=[C:6]([C:12]2[C:13]3[C:18](=[CH:17][CH:16]=[CH:15][CH:14]=3)[N:10]([CH3:9])[CH:11]=2)[CH:5]=[CH:4][N:3]=1.